This data is from Forward reaction prediction with 1.9M reactions from USPTO patents (1976-2016). The task is: Predict the product of the given reaction. (1) The product is: [F:32][C:31]([F:34])([F:33])[C:65]([OH:66])=[O:37].[CH3:21][C:20]1[CH:19]=[CH:18][C:17]([C:22]([NH:24][C:25]2[CH:30]=[CH:29][CH:28]=[C:27]([C:31]([F:32])([F:34])[F:33])[CH:26]=2)=[O:23])=[CH:16][C:15]=1[C:11]1[CH:10]=[C:9]2[C:14]([C:2]3[CH:7]=[CH:6][CH:5]=[N:4][C:3]=3[NH:8]2)=[CH:13][CH:12]=1. Given the reactants Br[C:2]1[C:3]([NH:8][C:9]2[CH:10]=[C:11]([C:15]3[C:20]([CH3:21])=[CH:19][CH:18]=[C:17]([C:22]([NH:24][C:25]4[CH:30]=[CH:29][CH:28]=[C:27]([C:31]([F:34])([F:33])[F:32])[CH:26]=4)=[O:23])[CH:16]=3)[CH:12]=[CH:13][CH:14]=2)=[N:4][CH:5]=[CH:6][CH:7]=1.C([O-])(=[O:37])C.[Na+].C1(C)C=CC=CC=1P(C1C=CC=CC=1C)C1C=CC=CC=1C.CN([CH:65]=[O:66])C, predict the reaction product. (2) Given the reactants [F:1][C:2]([F:14])([F:13])[C:3]1[N:8]=[C:7]([CH:9](O)[CH2:10][CH3:11])[CH:6]=[CH:5][CH:4]=1.[Br:15]C(C1C=CC=CN=1)CCC, predict the reaction product. The product is: [Br:15][CH:9]([C:7]1[CH:6]=[CH:5][CH:4]=[C:3]([C:2]([F:14])([F:13])[F:1])[N:8]=1)[CH2:10][CH3:11]. (3) Given the reactants [C:1]([C:5]1[N:10]=[CH:9][C:8]([C:11]2[N:12]([C:32](Cl)=[O:33])[C@@:13]([C:25]3[CH:30]=[CH:29][C:28]([Cl:31])=[CH:27][CH:26]=3)([CH3:24])[C@@:14]([C:17]3[CH:22]=[CH:21][C:20]([Cl:23])=[CH:19][CH:18]=3)([CH3:16])[N:15]=2)=[C:7]([O:35][CH2:36][CH3:37])[CH:6]=1)([CH3:4])([CH3:3])[CH3:2].[C:38]([NH:42][C:43]([C@@H:45]1[CH2:50][NH:49][CH2:48][CH2:47][NH:46]1)=[O:44])([CH3:41])([CH3:40])[CH3:39], predict the reaction product. The product is: [C:38]([NH:42][C:43]([C@@H:45]1[CH2:50][N:49]([C:32]([N:12]2[C@@:13]([C:25]3[CH:30]=[CH:29][C:28]([Cl:31])=[CH:27][CH:26]=3)([CH3:24])[C@@:14]([C:17]3[CH:22]=[CH:21][C:20]([Cl:23])=[CH:19][CH:18]=3)([CH3:16])[N:15]=[C:11]2[C:8]2[CH:9]=[N:10][C:5]([C:1]([CH3:3])([CH3:4])[CH3:2])=[CH:6][C:7]=2[O:35][CH2:36][CH3:37])=[O:33])[CH2:48][CH2:47][NH:46]1)=[O:44])([CH3:41])([CH3:39])[CH3:40]. (4) Given the reactants [F:1][C:2]1[C:3]([C:13]([O:15][CH3:16])=[O:14])=[CH:4][C:5]([I:12])=[C:6]([CH2:8][C:9]([OH:11])=O)[CH:7]=1.[CH:17]([N:30]1[CH2:35][CH2:34][NH:33][CH2:32][CH2:31]1)([C:24]1[CH:29]=[CH:28][CH:27]=[CH:26][CH:25]=1)[C:18]1[CH:23]=[CH:22][CH:21]=[CH:20][CH:19]=1.Cl.CN(C)CCCN=C=NCC.N1C2C=CC=C(O)C=2N=N1.C(N(CC)CC)C, predict the reaction product. The product is: [CH:17]([N:30]1[CH2:35][CH2:34][N:33]([C:9](=[O:11])[CH2:8][C:6]2[C:5]([I:12])=[CH:4][C:3]([C:13]([O:15][CH3:16])=[O:14])=[C:2]([F:1])[CH:7]=2)[CH2:32][CH2:31]1)([C:24]1[CH:29]=[CH:28][CH:27]=[CH:26][CH:25]=1)[C:18]1[CH:23]=[CH:22][CH:21]=[CH:20][CH:19]=1. (5) The product is: [NH2:9][C:5]1[N:6]=[C:7]([Cl:8])[C:2]([C:15]2[CH:16]=[CH:17][C:12]([C:10]#[N:11])=[CH:13][CH:14]=2)=[CH:3][CH:4]=1. Given the reactants Br[C:2]1[CH:3]=[CH:4][C:5]([NH2:9])=[N:6][C:7]=1[Cl:8].[C:10]([C:12]1[CH:17]=[CH:16][C:15](B(O)O)=[CH:14][CH:13]=1)#[N:11].ClCCl.C(=O)([O-])[O-].[K+].[K+], predict the reaction product. (6) Given the reactants [F:1][C:2]([F:7])([F:6])[C:3]([OH:5])=[O:4].FC(F)(F)C(O)=O.[CH3:15][N:16]1[CH2:22][C:21]2[CH:23]=[C:24]([C:27]3[C:35]4[C:30](=[CH:31][CH:32]=[C:33]([NH2:36])[CH:34]=4)[NH:29][N:28]=3)[CH:25]=[CH:26][C:20]=2[O:19][CH2:18][CH2:17]1.[CH2:37]([C:39]1[CH:44]=[CH:43][CH:42]=[C:41]([CH2:45][CH3:46])[C:40]=1[N:47]=[C:48]=[O:49])[CH3:38].CCN(C(C)C)C(C)C, predict the reaction product. The product is: [CH2:37]([C:39]1[CH:44]=[CH:43][CH:42]=[C:41]([CH2:45][CH3:46])[C:40]=1[NH:47][C:48]([NH:36][C:33]1[CH:34]=[C:35]2[C:30](=[CH:31][CH:32]=1)[NH:29][N:28]=[C:27]2[C:24]1[CH:25]=[CH:26][C:20]2[O:19][CH2:18][CH2:17][N:16]([CH3:15])[CH2:22][C:21]=2[CH:23]=1)=[O:49])[CH3:38].[C:3]([OH:5])([C:2]([F:7])([F:6])[F:1])=[O:4]. (7) The product is: [I:1][C:13]1[CH:12]=[N:11][N:10]([CH3:9])[C:14]=1[C:15]1[CH:20]=[CH:19][C:18]([CH3:21])=[CH:17][CH:16]=1. Given the reactants [I:1]N1C(=O)CCC1=O.[CH3:9][N:10]1[C:14]([C:15]2[CH:20]=[CH:19][C:18]([CH3:21])=[CH:17][CH:16]=2)=[CH:13][CH:12]=[N:11]1, predict the reaction product.